This data is from Reaction yield outcomes from USPTO patents with 853,638 reactions. The task is: Predict the reaction yield, written as a fraction of the theoretical maximum amount of product (1.0 means a 100% yield; for example, 0.34 means a 34% yield). (1) The reactants are [NH2:1][C:2]1[CH:11]=[C:10]2[C:5]([CH:6]=[CH:7][CH:8]=[C:9]2[CH:12]2[CH2:17][CH2:16][CH2:15][N:14]([CH3:18])[CH2:13]2)=[CH:4][CH:3]=1.C(N(CC)CC)C.[C:26](Cl)(=[O:33])[C:27]1[CH:32]=[CH:31][CH:30]=[CH:29][CH:28]=1. The catalyst is O1CCCC1. The product is [C:26]([NH:1][C:2]1[CH:11]=[C:10]2[C:5]([CH:6]=[CH:7][CH:8]=[C:9]2[CH:12]2[CH2:17][CH2:16][CH2:15][N:14]([CH3:18])[CH2:13]2)=[CH:4][CH:3]=1)(=[O:33])[C:27]1[CH:32]=[CH:31][CH:30]=[CH:29][CH:28]=1. The yield is 0.310. (2) The reactants are Br[C:2]1[CH:7]=[CH:6][C:5]([Cl:8])=[CH:4][N:3]=1.C([Mg]Cl)(C)C.[Li+].[Cl-].CN([CH:19]=[O:20])C. The catalyst is C1COCC1. The product is [Cl:8][C:5]1[CH:6]=[CH:7][C:2]([CH:19]=[O:20])=[N:3][CH:4]=1. The yield is 0.570. (3) The reactants are I[C:2]1[NH:6][C:5]([C@@H:7]2[CH2:11][CH2:10][CH2:9][N:8]2[C:12]([O:14][C:15]([CH3:18])([CH3:17])[CH3:16])=[O:13])=[N:4][CH:3]=1.C(N(CC)CC)C.[C:26]([Si:28]([CH3:31])([CH3:30])[CH3:29])#[CH:27]. The catalyst is [Cu]I.C1C=CC([P]([Pd]([P](C2C=CC=CC=2)(C2C=CC=CC=2)C2C=CC=CC=2)([P](C2C=CC=CC=2)(C2C=CC=CC=2)C2C=CC=CC=2)[P](C2C=CC=CC=2)(C2C=CC=CC=2)C2C=CC=CC=2)(C2C=CC=CC=2)C2C=CC=CC=2)=CC=1.CN(C=O)C. The product is [CH3:29][Si:28]([C:26]#[C:27][C:2]1[NH:6][C:5]([C@@H:7]2[CH2:11][CH2:10][CH2:9][N:8]2[C:12]([O:14][C:15]([CH3:18])([CH3:17])[CH3:16])=[O:13])=[N:4][CH:3]=1)([CH3:31])[CH3:30]. The yield is 0.790.